The task is: Predict the reactants needed to synthesize the given product.. This data is from Full USPTO retrosynthesis dataset with 1.9M reactions from patents (1976-2016). (1) Given the product [C:24]([O:23][C@@H:18]([C:9]1[C:8]([CH3:28])=[CH:7][C:5]2[N:6]=[C:2]([C:42]3[CH:43]=[N:44][CH:45]=[C:40]([N:37]4[CH2:38][CH2:39][N:34]([CH:31]([CH3:33])[CH3:32])[CH2:35][CH2:36]4)[N:41]=3)[S:3][C:4]=2[C:10]=1[C:11]1[CH:16]=[CH:15][C:14]([Cl:17])=[CH:13][CH:12]=1)[C:19]([O:21][CH3:22])=[O:20])([CH3:27])([CH3:26])[CH3:25], predict the reactants needed to synthesize it. The reactants are: Br[C:2]1[S:3][C:4]2[C:10]([C:11]3[CH:16]=[CH:15][C:14]([Cl:17])=[CH:13][CH:12]=3)=[C:9]([C@H:18]([O:23][C:24]([CH3:27])([CH3:26])[CH3:25])[C:19]([O:21][CH3:22])=[O:20])[C:8]([CH3:28])=[CH:7][C:5]=2[N:6]=1.[Cl-].[Li+].[CH:31]([N:34]1[CH2:39][CH2:38][N:37]([C:40]2[CH:45]=[N:44][CH:43]=[C:42]([Sn](CCCC)(CCCC)CCCC)[N:41]=2)[CH2:36][CH2:35]1)([CH3:33])[CH3:32]. (2) The reactants are: C[O:2][C:3](=O)[C:4]1[CH:9]=[C:8]([Cl:10])[C:7]([O:11][CH2:12][C:13]2[CH:18]=[CH:17][CH:16]=[CH:15][CH:14]=2)=[C:6]([Cl:19])[CH:5]=1.[H-].[Al+3].[Li+].[H-].[H-].[H-]. Given the product [CH2:12]([O:11][C:7]1[C:6]([Cl:19])=[CH:5][C:4]([CH2:3][OH:2])=[CH:9][C:8]=1[Cl:10])[C:13]1[CH:14]=[CH:15][CH:16]=[CH:17][CH:18]=1, predict the reactants needed to synthesize it. (3) Given the product [NH2:20][C:21](=[N:35][OH:36])[CH2:6][CH2:7][CH:8]1[CH2:13][CH2:12][N:11]([C:14]([O:16][CH:17]([CH3:19])[CH3:18])=[O:15])[CH2:10][CH2:9]1, predict the reactants needed to synthesize it. The reactants are: CS(O[CH2:6][CH2:7][CH:8]1[CH2:13][CH2:12][N:11]([C:14]([O:16][CH:17]([CH3:19])[CH3:18])=[O:15])[CH2:10][CH2:9]1)(=O)=O.[NH2:20][C:21](=[N:35][OH:36])CC1CCN(C(OC(C)C)=O)CC1. (4) Given the product [CH2:31]([O:30][CH:17]([O:16][CH2:14][CH3:15])[CH2:18][CH2:19][CH2:20][NH:21][C:11]([CH:2]1[CH2:3][CH2:4][C:5]2[C:10](=[CH:9][CH:8]=[CH:7][CH:6]=2)[CH2:1]1)=[O:12])[CH3:32], predict the reactants needed to synthesize it. The reactants are: [CH2:1]1[C:10]2[C:5](=[CH:6][CH:7]=[CH:8][CH:9]=2)[CH2:4][CH2:3][CH:2]1[C:11](Cl)=[O:12].[CH2:14]([O:16][CH:17]([O:30][CH2:31][CH3:32])[CH2:18][CH2:19][CH2:20][NH:21]C(C1CCCCC1)=O)[CH3:15].